From a dataset of Catalyst prediction with 721,799 reactions and 888 catalyst types from USPTO. Predict which catalyst facilitates the given reaction. (1) Reactant: [NH2:1][C:2]([C:4]1[CH:9]=[C:8]([C:10]([NH:12][CH2:13][C:14]([CH3:17])([CH3:16])[CH3:15])=[O:11])[CH:7]=[CH:6][C:5]=1[C:18]1[C:23]([CH3:24])=[C:22]([F:25])[CH:21]=[C:20]([C:26]([OH:28])=O)[CH:19]=1)=[O:3].CN(C(ON1N=NC2C=CC=CC1=2)=[N+](C)C)C.F[P-](F)(F)(F)(F)F.CCN(CC)CC.[NH2:60][C@@H:61]([CH3:64])[CH2:62][OH:63]. Product: [CH3:17][C:14]([CH3:15])([CH3:16])[CH2:13][NH:12][C:10]([C:8]1[CH:9]=[C:4]([C:2]([NH2:1])=[O:3])[C:5]([C:18]2[C:23]([CH3:24])=[C:22]([F:25])[CH:21]=[C:20]([C:26]([NH:60][C@@H:61]([CH3:64])[CH2:62][OH:63])=[O:28])[CH:19]=2)=[CH:6][CH:7]=1)=[O:11]. The catalyst class is: 3. (2) Product: [F:20][C:21]1[CH:29]=[CH:28][C:24]([C:25]([N:4]2[CH2:5][CH2:6][CH2:7][C@@H:2]([CH3:1])[C@H:3]2[CH2:8][N:9]2[C:17](=[O:18])[C:16]3[C:11](=[CH:12][CH:13]=[CH:14][CH:15]=3)[C:10]2=[O:19])=[O:26])=[C:23]([I:30])[CH:22]=1. The catalyst class is: 39. Reactant: [CH3:1][C@@H:2]1[CH2:7][CH2:6][CH2:5][NH:4][C@@H:3]1[CH2:8][N:9]1[C:17](=[O:18])[C:16]2[C:11](=[CH:12][CH:13]=[CH:14][CH:15]=2)[C:10]1=[O:19].[F:20][C:21]1[CH:29]=[CH:28][C:24]([C:25](O)=[O:26])=[C:23]([I:30])[CH:22]=1.CCN(C(C)C)C(C)C.CN(C(ON1N=NC2C=CC=NC1=2)=[N+](C)C)C.F[P-](F)(F)(F)(F)F. (3) Reactant: [Cl:1][C:2]1[CH:7]=[C:6]([O:8][C:9]2[C:18]3[C:13](=[CH:14][C:15]([OH:21])=[C:16]([O:19][CH3:20])[CH:17]=3)[N:12]=[CH:11][N:10]=2)[CH:5]=[CH:4][C:3]=1[NH:22][C:23](=[O:27])[N:24]([CH3:26])[CH3:25].C(=O)([O-])[O-].[K+].[K+].Cl.Cl[CH2:36][C:37]1[CH:42]=[CH:41][N:40]=[CH:39][CH:38]=1.O. Product: [Cl:1][C:2]1[CH:7]=[C:6]([O:8][C:9]2[C:18]3[C:13](=[CH:14][C:15]([O:21][CH2:36][C:37]4[CH:42]=[CH:41][N:40]=[CH:39][CH:38]=4)=[C:16]([O:19][CH3:20])[CH:17]=3)[N:12]=[CH:11][N:10]=2)[CH:5]=[CH:4][C:3]=1[NH:22][C:23](=[O:27])[N:24]([CH3:26])[CH3:25]. The catalyst class is: 9. (4) Reactant: [H-].[Na+].[Br:3][C:4]1[NH:5][CH:6]=[C:7]([Br:9])[N:8]=1.[CH3:10][Si:11]([CH2:14][CH2:15][O:16][CH2:17]Cl)([CH3:13])[CH3:12]. Product: [Br:3][C:4]1[N:5]([CH2:17][O:16][CH2:15][CH2:14][Si:11]([CH3:13])([CH3:12])[CH3:10])[CH:6]=[C:7]([Br:9])[N:8]=1. The catalyst class is: 1. (5) Reactant: Br[C:2]1[S:3][CH:4]=[C:5]([CH3:7])[N:6]=1.[CH2:8]([NH2:11])[CH2:9][NH2:10].C(=O)([O-])[O-].[K+].[K+]. Product: [CH3:7][C:5]1[N:6]=[C:2]([NH:10][CH2:9][CH2:8][NH2:11])[S:3][CH:4]=1. The catalyst class is: 8. (6) Reactant: [NH2:1][C:2]1[NH:6][N:5]=[C:4]([N:7]2[CH2:12][CH2:11][N:10]([C:13]([O:15][C:16]([CH3:19])([CH3:18])[CH3:17])=[O:14])[CH2:9][CH2:8]2)[CH:3]=1.Br[C:21]1[CH:26]=[CH:25][C:24]([CH3:27])=[CH:23][N:22]=1.C([O-])([O-])=O.[Cs+].[Cs+].CN[C@H]1CCCC[C@@H]1NC. The catalyst class is: 419. Product: [C:16]([O:15][C:13]([N:10]1[CH2:9][CH2:8][N:7]([C:4]2[CH:3]=[C:2]([NH2:1])[N:6]([C:21]3[CH:26]=[CH:25][C:24]([CH3:27])=[CH:23][N:22]=3)[N:5]=2)[CH2:12][CH2:11]1)=[O:14])([CH3:19])([CH3:18])[CH3:17].